Predict the product of the given reaction. From a dataset of Forward reaction prediction with 1.9M reactions from USPTO patents (1976-2016). (1) Given the reactants [Cl-:1].[Al+3].[Cl-].[Cl-].[CH3:5]OCOC.[CH2:10]([S:12][C:13]1[CH:18]=[CH:17][CH:16]=[CH:15][CH:14]=1)[CH3:11], predict the reaction product. The product is: [CH2:10]([S:12][C:13]1[CH:18]=[CH:17][C:16]([CH2:5][Cl:1])=[CH:15][CH:14]=1)[CH3:11]. (2) Given the reactants [Cl:1][C:2]1[CH:7]=[CH:6][CH:5]=[C:4]([Cl:8])[C:3]=1[S:9]([N:12]1[C:20]2[C:15](=[CH:16][CH:17]=[CH:18][CH:19]=2)[C:14](/[CH:21]=[C:22]2\[O:23][C:24]3[C:31]([CH2:32][N:33]4[CH2:38][CH2:37][N:36](C(OC(C)(C)C)=O)[CH2:35][CH2:34]4)=[C:30]([OH:46])[CH:29]=[CH:28][C:25]=3[C:26]\2=[O:27])=[CH:13]1)(=[O:11])=[O:10].FC(F)(F)C(O)=O, predict the reaction product. The product is: [ClH:1].[ClH:1].[Cl:1][C:2]1[CH:7]=[CH:6][CH:5]=[C:4]([Cl:8])[C:3]=1[S:9]([N:12]1[C:20]2[C:15](=[CH:16][CH:17]=[CH:18][CH:19]=2)[C:14](/[CH:21]=[C:22]2\[O:23][C:24]3[C:31]([CH2:32][N:33]4[CH2:38][CH2:37][NH:36][CH2:35][CH2:34]4)=[C:30]([OH:46])[CH:29]=[CH:28][C:25]=3[C:26]\2=[O:27])=[CH:13]1)(=[O:10])=[O:11].